This data is from Reaction yield outcomes from USPTO patents with 853,638 reactions. The task is: Predict the reaction yield, written as a fraction of the theoretical maximum amount of product (1.0 means a 100% yield; for example, 0.34 means a 34% yield). (1) The reactants are Cl[C:2]1[CH:7]=[CH:6][C:5]([C:8](=[O:10])[CH3:9])=[CH:4][C:3]=1[N+:11]([O-:13])=[O:12].[NH2:14][C:15]1[CH:20]=[CH:19][C:18]([CH2:21][CH2:22][OH:23])=[CH:17][CH:16]=1.C([O-])(O)=O.[Na+].O. The catalyst is CN(C=O)C. The product is [OH:23][CH2:22][CH2:21][C:18]1[CH:19]=[CH:20][C:15]([NH:14][C:2]2[CH:7]=[CH:6][C:5]([C:8](=[O:10])[CH3:9])=[CH:4][C:3]=2[N+:11]([O-:13])=[O:12])=[CH:16][CH:17]=1. The yield is 0.450. (2) The reactants are S(O)(O)(=O)=O.[CH:6]1[C:22]2[CH2:21][C@H:20]3[N:23]([CH2:25][CH2:26][C@@:12]45[C@H:19]3[CH:18]=[CH:17][C@H:15]([OH:16])[C@@H:13]4[O:14][C:10]([C:11]=25)=[C:8]([OH:9])[CH:7]=1)[CH3:24].C([O-])([O-])=O.[K+].[K+].C(Cl)Cl.Cl. The catalyst is O. The product is [CH:6]1[C:22]2[CH2:21][C@H:20]3[N:23]([CH2:25][CH2:26][C@@:12]45[C@H:19]3[CH:18]=[CH:17][C@H:15]([OH:16])[C@@H:13]4[O:14][C:10]([C:11]=25)=[C:8]([OH:9])[CH:7]=1)[CH3:24]. The yield is 0.560. (3) The reactants are C(Cl)Cl.[CH2:4]([C:6]1[CH:11]=[CH:10][CH:9]=[CH:8][CH:7]=1)[CH3:5].C(OC(=O)C)(=[O:14])C. The catalyst is [Cr].CC#N. The product is [C:4]([C:6]1[CH:11]=[CH:10][CH:9]=[CH:8][CH:7]=1)(=[O:14])[CH3:5]. The yield is 0.960. (4) The reactants are [Br:1][C:2]1[CH:3]=[C:4]([S:9](Cl)(=[O:11])=[O:10])[CH:5]=[CH:6][C:7]=1[F:8].C(Cl)Cl.[OH-].[NH4+:17].Cl. The catalyst is C1COCC1. The product is [Br:1][C:2]1[CH:3]=[C:4]([S:9]([NH2:17])(=[O:11])=[O:10])[CH:5]=[CH:6][C:7]=1[F:8]. The yield is 0.600.